Task: Predict the product of the given reaction.. Dataset: Forward reaction prediction with 1.9M reactions from USPTO patents (1976-2016) (1) Given the reactants [N+:1]([C:4]1[C:13]2[C:8](=[CH:9][CH:10]=[CH:11][CH:12]=2)[C:7]([OH:14])=[CH:6][CH:5]=1)([O-:3])=[O:2].[H-].[Na+].[CH2:17](Br)[C:18]1[CH:23]=[CH:22][CH:21]=[CH:20][CH:19]=1, predict the reaction product. The product is: [CH2:17]([O:14][C:7]1[C:8]2[C:13](=[CH:12][CH:11]=[CH:10][CH:9]=2)[C:4]([N+:1]([O-:3])=[O:2])=[CH:5][CH:6]=1)[C:18]1[CH:23]=[CH:22][CH:21]=[CH:20][CH:19]=1. (2) Given the reactants [CH3:1][C:2]1[CH:15]=[CH:14][C:13]2[C:4](=[C:5]3[C:10](=[CH:11][CH:12]=2)[CH:9]=[CH:8][C:7]([CH3:16])=[N:6]3)[N:3]=1.[S:17]1[CH:21]=[CH:20][CH:19]=[C:18]1[CH:22]=O, predict the reaction product. The product is: [S:17]1[CH:21]=[CH:20][CH:19]=[C:18]1[CH:22]=[CH:16][C:7]1[CH:8]=[CH:9][C:10]2[C:5](=[C:4]3[C:13](=[CH:12][CH:11]=2)[CH:14]=[CH:15][C:2]([CH:1]=[CH:22][C:18]2[S:17][CH:21]=[CH:20][CH:19]=2)=[N:3]3)[N:6]=1. (3) Given the reactants [NH2:1][CH:2]1[C:11]2[CH:10]=[N:9][CH:8]=[C:7]([C:12]3[CH:19]=[CH:18][C:15]([C:16]#[N:17])=[CH:14][CH:13]=3)[C:6]=2[CH2:5][CH2:4][CH2:3]1.[CH2:20]([NH:23][S:24](Cl)(=[O:26])=[O:25])[CH2:21][CH3:22].CCN(CC)CC.CO, predict the reaction product. The product is: [C:16]([C:15]1[CH:14]=[CH:13][C:12]([C:7]2[C:6]3[CH2:5][CH2:4][CH2:3][CH:2]([NH:1][S:24](=[O:26])(=[O:25])[NH:23][CH2:20][CH2:21][CH3:22])[C:11]=3[CH:10]=[N:9][CH:8]=2)=[CH:19][CH:18]=1)#[N:17]. (4) Given the reactants [CH:1]1([C:5]2[C:14](I)=[CH:13][C:8]([C:9]([O:11][CH3:12])=[O:10])=[C:7]([CH3:16])[CH:6]=2)[CH2:4][CH2:3][CH2:2]1.[CH3:17][N:18](C=O)C, predict the reaction product. The product is: [C:17]([C:14]1[C:5]([CH:1]2[CH2:4][CH2:3][CH2:2]2)=[CH:6][C:7]([CH3:16])=[C:8]([CH:13]=1)[C:9]([O:11][CH3:12])=[O:10])#[N:18]. (5) The product is: [F:10][C:11]1[CH:16]=[CH:15][C:14]([O:17][CH3:18])=[CH:13][C:12]=1[C:2]1[CH:3]=[CH:4][C:5]([CH:8]=[O:9])=[N:6][CH:7]=1. Given the reactants Br[C:2]1[CH:3]=[CH:4][C:5]([CH:8]=[O:9])=[N:6][CH:7]=1.[F:10][C:11]1[CH:16]=[CH:15][C:14]([O:17][CH3:18])=[CH:13][C:12]=1B(O)O.C([O-])([O-])=O.[K+].[K+], predict the reaction product. (6) Given the reactants C(C1N=C(N2CCOCC2)[C:8]2N=N[N:11]([CH2:14][C:15]3[CH:20]=CC=C[C:16]=3Cl)[C:9]=2N=1)(C)(C)C.[C:28]([C:32]1[N:33]=[C:34](Cl)[C:35]2[N:40]=[N:39][N:38]([CH2:41][C:42]3[CH:47]=[CH:46][CH:45]=[CH:44][C:43]=3[Cl:48])[C:36]=2[N:37]=1)([CH3:31])([CH3:30])[CH3:29].CC1(C)CCNC1, predict the reaction product. The product is: [C:28]([C:32]1[N:33]=[C:34]([N:11]2[CH2:9][CH2:8][C:15]([CH3:16])([CH3:20])[CH2:14]2)[C:35]2[N:40]=[N:39][N:38]([CH2:41][C:42]3[CH:47]=[CH:46][CH:45]=[CH:44][C:43]=3[Cl:48])[C:36]=2[N:37]=1)([CH3:31])([CH3:30])[CH3:29]. (7) Given the reactants C([O:5][C:6](=[O:31])[C:7]1[CH:12]=[CH:11][C:10]([C:13]2[CH2:14][O:15][C:16]([C:22]3[CH:27]=[C:26]([Cl:28])[CH:25]=[C:24]([Cl:29])[CH:23]=3)([C:18]([F:21])([F:20])[F:19])[CH:17]=2)=[CH:9][C:8]=1[CH3:30])(C)(C)C.FC(F)(F)C(O)=O, predict the reaction product. The product is: [Cl:29][C:24]1[CH:23]=[C:22]([C:16]2([C:18]([F:20])([F:21])[F:19])[O:15][CH2:14][C:13]([C:10]3[CH:11]=[CH:12][C:7]([C:6]([OH:31])=[O:5])=[C:8]([CH3:30])[CH:9]=3)=[CH:17]2)[CH:27]=[C:26]([Cl:28])[CH:25]=1. (8) Given the reactants [N:1]1[CH:6]=[CH:5][CH:4]=CC=1.[Si](O[CH2:15][CH2:16][CH:17](C)[CH:18]([C:29]1[CH:34]=[C:33]([F:35])[CH:32]=[CH:31][C:30]=1[F:36])S(C1C=CC(Cl)=CC=1)(=O)=O)(C(C)(C)C)(C)C.[CH2:38]([OH:41])[CH2:39][OH:40].[BH4-].[Na+].[OH2:44], predict the reaction product. The product is: [F:36][C:30]1[CH:31]=[CH:32][C:33]([F:35])=[CH:34][C:29]=1[CH:18]([OH:44])[C:17]1[CH:16]=[CH:15][C:5]([CH:4]2[O:41][CH2:38][CH2:39][O:40]2)=[CH:6][N:1]=1.